From a dataset of Forward reaction prediction with 1.9M reactions from USPTO patents (1976-2016). Predict the product of the given reaction. (1) The product is: [NH2:14][C:9]1[CH:10]=[N:11][CH:12]=[CH:13][C:8]=1[N:5]1[CH2:6][CH2:7][C@@H:2]([F:1])[C@H:3]([NH:17][C:18](=[O:24])[O:19][C:20]([CH3:22])([CH3:21])[CH3:23])[CH2:4]1. Given the reactants [F:1][C@H:2]1[CH2:7][CH2:6][N:5]([C:8]2[CH:13]=[CH:12][N:11]=[CH:10][C:9]=2[N+:14]([O-])=O)[CH2:4][C@@H:3]1[NH:17][C:18](=[O:24])[O:19][C:20]([CH3:23])([CH3:22])[CH3:21], predict the reaction product. (2) Given the reactants [CH3:1][S@:2](=[O:24])([C:18]1[CH:23]=[CH:22][CH:21]=[CH:20][CH:19]=1)=[N:3][C:4](=[O:17])[C:5]1[CH:10]=[C:9]([C:11]#[C:12][Si](C)(C)C)[CH:8]=[N:7][CH:6]=1.C([O-])([O-])=O.[K+].[K+], predict the reaction product. The product is: [C:11]([C:9]1[CH:8]=[N:7][CH:6]=[C:5]([CH:10]=1)[C:4]([N:3]=[S@@:2]([CH3:1])(=[O:24])[C:18]1[CH:19]=[CH:20][CH:21]=[CH:22][CH:23]=1)=[O:17])#[CH:12]. (3) Given the reactants [CH2:1]([NH:4][C:5]([C:7]1[CH:12]=[CH:11][C:10]([NH:13][C:14]([N:16]2[CH2:24][C:23]3[C:18](=[CH:19]C=C(C=C)[CH:22]=3)[CH2:17]2)=[O:15])=[CH:9][CH:8]=1)=[O:6])[CH2:2][CH3:3].C[N+]1([O-])CC[O:31]CC1.[O:35]1[CH2:39][CH2:38][CH2:37][CH2:36]1, predict the reaction product. The product is: [OH:31][CH:38]([C:37]1[CH:19]=[C:18]2[C:23](=[CH:22][CH:36]=1)[CH2:24][N:16]([C:14]([NH:13][C:10]1[CH:11]=[CH:12][C:7]([C:5]([NH:4][CH2:1][CH2:2][CH3:3])=[O:6])=[CH:8][CH:9]=1)=[O:15])[CH2:17]2)[CH2:39][OH:35]. (4) Given the reactants C(N(C(C)C)CC)(C)C.C(Cl)CCl.C1C=NC2N(O)N=NC=2C=1.[Br:24][C:25]1[CH:26]=[C:27]([C:32]([OH:34])=O)[NH:28][C:29]=1[CH2:30][CH3:31].Cl.[NH2:36][CH:37]1[CH2:42][CH2:41][N:40]([C:43]2[CH:44]=[C:45]([CH:49]=[C:50]([Cl:52])[N:51]=2)[C:46]([NH2:48])=[O:47])[CH2:39][CH2:38]1, predict the reaction product. The product is: [Br:24][C:25]1[CH:26]=[C:27]([C:32]([NH:36][CH:37]2[CH2:38][CH2:39][N:40]([C:43]3[CH:44]=[C:45]([CH:49]=[C:50]([Cl:52])[N:51]=3)[C:46]([NH2:48])=[O:47])[CH2:41][CH2:42]2)=[O:34])[NH:28][C:29]=1[CH2:30][CH3:31]. (5) Given the reactants [CH:1]1([C:4]2[N:8]([C:9]3[C:14]([F:15])=[CH:13][C:12]([NH:16][C:17](=[O:26])[C:18](=[CH:22][N:23]([CH3:25])C)[C:19](=O)[CH3:20])=[CH:11][C:10]=3[F:27])[N:7]=[C:6]([C:28]([F:31])([F:30])[F:29])[CH:5]=2)[CH2:3][CH2:2]1.C(O)(=O)C.C(N)=[NH:37].CC[O-].[Na+], predict the reaction product. The product is: [CH:1]1([C:4]2[N:8]([C:9]3[C:14]([F:15])=[CH:13][C:12]([NH:16][C:17]([C:18]4[C:19]([CH3:20])=[N:37][CH:25]=[N:23][CH:22]=4)=[O:26])=[CH:11][C:10]=3[F:27])[N:7]=[C:6]([C:28]([F:30])([F:29])[F:31])[CH:5]=2)[CH2:2][CH2:3]1. (6) Given the reactants [CH3:1][C:2]1[N:7]=[C:6]([C:8](=O)[CH3:9])[CH:5]=[N:4][C:3]=1[O:11][CH2:12][C:13]([F:16])([F:15])[F:14].[CH3:17][C:18]([S@:21]([NH2:23])=[O:22])([CH3:20])[CH3:19], predict the reaction product. The product is: [CH3:17][C:18]([S@:21]([NH:23][CH:8]([C:6]1[CH:5]=[N:4][C:3]([O:11][CH2:12][C:13]([F:16])([F:15])[F:14])=[C:2]([CH3:1])[N:7]=1)[CH3:9])=[O:22])([CH3:20])[CH3:19]. (7) Given the reactants [N:1]1[CH:6]=[CH:5][N:4]=[CH:3][C:2]=1[C@:7]12[CH2:15][NH:14][CH2:13][C@H:12]1[CH2:11][S:10][C:9]([NH:16][C:17](=[O:24])[C:18]1[CH:23]=[CH:22][CH:21]=[CH:20][CH:19]=1)=[N:8]2.Cl[C:26]1[N:31]=[C:30]([C:32]([OH:35])([CH3:34])[CH3:33])[C:29]([F:36])=[CH:28][N:27]=1.C(N(C(C)C)CC)(C)C, predict the reaction product. The product is: [F:36][C:29]1[C:30]([C:32]([OH:35])([CH3:33])[CH3:34])=[N:31][C:26]([N:14]2[CH2:13][C@@H:12]3[C@@:7]([C:2]4[CH:3]=[N:4][CH:5]=[CH:6][N:1]=4)([N:8]=[C:9]([NH:16][C:17](=[O:24])[C:18]4[CH:23]=[CH:22][CH:21]=[CH:20][CH:19]=4)[S:10][CH2:11]3)[CH2:15]2)=[N:27][CH:28]=1. (8) Given the reactants [N:1]1[C:10]2[C:5](=[CH:6][C:7]([C:11]([O:13]C)=O)=[CH:8][CH:9]=2)[N:4]=[CH:3][CH:2]=1.[NH3:15], predict the reaction product. The product is: [N:1]1[C:10]2[C:5](=[CH:6][C:7]([C:11]([NH2:15])=[O:13])=[CH:8][CH:9]=2)[N:4]=[CH:3][CH:2]=1. (9) Given the reactants [CH3:1][O:2][C:3]1[CH:4]=[C:5]([CH:18]=[CH:19][C:20]=1[O:21][CH3:22])[CH2:6][O:7][C:8]1[CH:16]=[CH:15][C:11]([C:12]([OH:14])=O)=[CH:10][C:9]=1[Cl:17].ClC(Cl)(Cl)C#N.C1(P(C2C=CC=CC=2)C2C=CC=CC=2)C=CC=CC=1.[CH:48]([NH:51][C:52](=[O:68])[C:53]1[CH:58]=[C:57]([O:59][C:60]2[CH:65]=[CH:64][CH:63]=[CH:62][CH:61]=2)[CH:56]=[CH:55][C:54]=1[NH:66][CH3:67])([CH3:50])[CH3:49], predict the reaction product. The product is: [Cl:17][C:9]1[CH:10]=[C:11]([CH:15]=[CH:16][C:8]=1[O:7][CH2:6][C:5]1[CH:18]=[CH:19][C:20]([O:21][CH3:22])=[C:3]([O:2][CH3:1])[CH:4]=1)[C:12]([N:66]([CH3:67])[C:54]1[CH:55]=[CH:56][C:57]([O:59][C:60]2[CH:65]=[CH:64][CH:63]=[CH:62][CH:61]=2)=[CH:58][C:53]=1[C:52]([NH:51][CH:48]([CH3:49])[CH3:50])=[O:68])=[O:14]. (10) Given the reactants [CH3:1][O:2][C:3]1[CH:8]=[CH:7][C:6]([Mg]Br)=[CH:5][CH:4]=1.[O:11]1[C:15]2([CH2:20][CH2:19][CH:18]([C:21]#[N:22])[CH2:17][CH2:16]2)[O:14][CH2:13][CH2:12]1.S([O-])([O-])(=O)=O.[Na+].[Na+].[BH4-].[Na+].Cl.[OH-].[Na+], predict the reaction product. The product is: [O:11]1[C:15]2([CH2:20][CH2:19][CH:18]([CH:21]([NH2:22])[C:6]3[CH:7]=[CH:8][C:3]([O:2][CH3:1])=[CH:4][CH:5]=3)[CH2:17][CH2:16]2)[O:14][CH2:13][CH2:12]1.